Dataset: NCI-60 drug combinations with 297,098 pairs across 59 cell lines. Task: Regression. Given two drug SMILES strings and cell line genomic features, predict the synergy score measuring deviation from expected non-interaction effect. (1) Drug 1: C1=C(C(=O)NC(=O)N1)N(CCCl)CCCl. Drug 2: CC1CCC2CC(C(=CC=CC=CC(CC(C(=O)C(C(C(=CC(C(=O)CC(OC(=O)C3CCCCN3C(=O)C(=O)C1(O2)O)C(C)CC4CCC(C(C4)OC)O)C)C)O)OC)C)C)C)OC. Cell line: MCF7. Synergy scores: CSS=33.0, Synergy_ZIP=-11.6, Synergy_Bliss=-7.53, Synergy_Loewe=-5.89, Synergy_HSA=0.217. (2) Drug 1: CC1=C(C(=O)C2=C(C1=O)N3CC4C(C3(C2COC(=O)N)OC)N4)N. Drug 2: C1C(C(OC1N2C=NC3=C2NC=NCC3O)CO)O. Cell line: A498. Synergy scores: CSS=-1.26, Synergy_ZIP=0.0549, Synergy_Bliss=-1.55, Synergy_Loewe=-1.45, Synergy_HSA=-3.40. (3) Drug 1: CC1=CC=C(C=C1)C2=CC(=NN2C3=CC=C(C=C3)S(=O)(=O)N)C(F)(F)F. Drug 2: CC1=C(C(CCC1)(C)C)C=CC(=CC=CC(=CC(=O)O)C)C. Cell line: SN12C. Synergy scores: CSS=10.3, Synergy_ZIP=3.45, Synergy_Bliss=-0.789, Synergy_Loewe=1.95, Synergy_HSA=3.46. (4) Drug 1: C1=CC=C(C=C1)NC(=O)CCCCCCC(=O)NO. Drug 2: CC1=C(C(=O)C2=C(C1=O)N3CC4C(C3(C2COC(=O)N)OC)N4)N. Cell line: OVCAR-4. Synergy scores: CSS=8.78, Synergy_ZIP=-3.22, Synergy_Bliss=0.381, Synergy_Loewe=-2.69, Synergy_HSA=-2.16.